Dataset: Reaction yield outcomes from USPTO patents with 853,638 reactions. Task: Predict the reaction yield, written as a fraction of the theoretical maximum amount of product (1.0 means a 100% yield; for example, 0.34 means a 34% yield). (1) The reactants are [NH2:1][C:2]1[CH:21]=[CH:20][C:5]([O:6][C:7]2[CH:12]=[CH:11][N:10]=[C:9]3[CH:13]=[C:14]([C:16]([O:18][CH3:19])=[O:17])[S:15][C:8]=23)=[C:4]([F:22])[CH:3]=1.Cl.Cl.N1C2C(=NC=CC=2OC2C=CC(N[C:42]([NH:44][C:45](=[O:55])[CH2:46][C:47]3[C:52]([Cl:53])=[CH:51][CH:50]=[CH:49][C:48]=3Cl)=[S:43])=CC=2F)C=C1.C1(CC(N=C=S)=O)C=CC=CC=1. No catalyst specified. The product is [ClH:53].[F:22][C:4]1[CH:3]=[C:2]([NH:1][C:42]([NH:44][C:45](=[O:55])[CH2:46][C:47]2[CH:48]=[CH:49][CH:50]=[CH:51][CH:52]=2)=[S:43])[CH:21]=[CH:20][C:5]=1[O:6][C:7]1[CH:12]=[CH:11][N:10]=[C:9]2[CH:13]=[C:14]([C:16]([O:18][CH3:19])=[O:17])[S:15][C:8]=12. The yield is 0.720. (2) The reactants are [O:1]1[CH2:5][CH2:4][O:3][CH:2]1[C:6]1[C:7]([O:23][CH3:24])=[CH:8][C:9]([O:21][CH3:22])=[C:10](B2OC(C)(C)C(C)(C)O2)[CH:11]=1.I[C:26]1[CH:31]=[N:30][CH:29]=[CH:28][N:27]=1.C([O-])([O-])=O.[Na+].[Na+].O. The catalyst is COCCOC.C1C=CC([P]([Pd]([P](C2C=CC=CC=2)(C2C=CC=CC=2)C2C=CC=CC=2)([P](C2C=CC=CC=2)(C2C=CC=CC=2)C2C=CC=CC=2)[P](C2C=CC=CC=2)(C2C=CC=CC=2)C2C=CC=CC=2)(C2C=CC=CC=2)C2C=CC=CC=2)=CC=1. The product is [O:3]1[CH2:4][CH2:5][O:1][CH:2]1[C:6]1[C:7]([O:23][CH3:24])=[CH:8][C:9]([O:21][CH3:22])=[C:10]([C:26]2[CH:31]=[N:30][CH:29]=[CH:28][N:27]=2)[CH:11]=1. The yield is 0.590. (3) The reactants are [C:1]([NH:5][S:6]([CH2:9][CH2:10][CH2:11]Cl)(=[O:8])=[O:7])([CH3:4])([CH3:3])[CH3:2].[Li]CCCC. The catalyst is C1COCC1. The product is [C:1]([NH:5][S:6]([CH:9]1[CH2:11][CH2:10]1)(=[O:8])=[O:7])([CH3:4])([CH3:3])[CH3:2]. The yield is 0.560. (4) The reactants are C([N:8]1[CH2:12][CH2:11][C:10]([C:15]2[CH:20]=[C:19]([F:21])[CH:18]=[C:17]([F:22])[CH:16]=2)([O:13][CH3:14])[CH2:9]1)C1C=CC=CC=1.ClCCCl.ClC(OC(Cl)C)=O. The catalyst is CO. The product is [F:22][C:17]1[CH:16]=[C:15]([C:10]2([O:13][CH3:14])[CH2:11][CH2:12][NH:8][CH2:9]2)[CH:20]=[C:19]([F:21])[CH:18]=1. The yield is 0.350. (5) The yield is 0.810. The catalyst is C(O)C. The reactants are Cl[C:2]1[C:7]([C:8]([F:11])([F:10])[F:9])=[CH:6][N:5]=[C:4]([NH:12][C:13]2[CH:18]=[CH:17][C:16]([P:19]([CH3:22])([CH3:21])=[O:20])=[CH:15][CH:14]=2)[N:3]=1.C([N:25](CC)CC)C.NC[CH2:32][N:33]1[CH2:38][CH2:37][O:36][CH2:35][CH2:34]1. The product is [CH3:21][P:19]([C:16]1[CH:17]=[CH:18][C:13]([NH:12][C:4]2[N:3]=[C:2]([NH:25][CH2:32][N:33]3[CH2:38][CH2:37][O:36][CH2:35][CH2:34]3)[C:7]([C:8]([F:11])([F:10])[F:9])=[CH:6][N:5]=2)=[CH:14][CH:15]=1)([CH3:22])=[O:20]. (6) The product is [NH2:32][C:10](=[O:11])[C@@H:9]([NH:8][C:6](=[O:7])[O:5][C:1]([CH3:4])([CH3:3])[CH3:2])[CH2:13][CH:14]([CH3:16])[CH3:15]. The reactants are [C:1]([O:5][C:6]([NH:8][C@@H:9]([CH2:13][CH:14]([CH3:16])[CH3:15])[C:10](O)=[O:11])=[O:7])([CH3:4])([CH3:3])[CH3:2].C(OC(OC(C)(C)C)=O)(OC(C)(C)C)=O.[N:32]1C=CC=CC=1.[OH-].[NH4+]. The yield is 0.860. The catalyst is CC#N. (7) The reactants are [Br:1][C:2]1[CH:3]=[C:4](I)[C:5]([NH2:8])=[N:6][CH:7]=1.C([O:14][C:15]([N:17]1[CH:21]=[CH:20][CH:19]=[C:18]1B(O)O)=O)(C)(C)C.C([O-])([O-])=O.[Cs+].[Cs+].O. The catalyst is C1C=CC([P]([Pd]([P](C2C=CC=CC=2)(C2C=CC=CC=2)C2C=CC=CC=2)([P](C2C=CC=CC=2)(C2C=CC=CC=2)C2C=CC=CC=2)[P](C2C=CC=CC=2)(C2C=CC=CC=2)C2C=CC=CC=2)(C2C=CC=CC=2)C2C=CC=CC=2)=CC=1.CCOCC.COCCOC. The product is [Br:1][C:2]1[CH:7]=[N:6][C:5]2[N:8]=[C:15]([OH:14])[N:17]3[CH:21]=[CH:20][CH:19]=[C:18]3[C:4]=2[CH:3]=1. The yield is 0.410.